This data is from Catalyst prediction with 721,799 reactions and 888 catalyst types from USPTO. The task is: Predict which catalyst facilitates the given reaction. (1) Reactant: [CH3:1][O:2][C@H:3]([C:7]1[CH:12]=[CH:11][CH:10]=[CH:9][CH:8]=1)[C:4]([OH:6])=[O:5]. Product: [CH:7]1([C@@H:3]([O:2][CH3:1])[C:4]([OH:6])=[O:5])[CH2:12][CH2:11][CH2:10][CH2:9][CH2:8]1. The catalyst class is: 8. (2) Reactant: [CH3:1][O:2][C:3]1[CH:13]=[CH:12][C:6]([C:7]([N:9]=[C:10]=[S:11])=O)=[CH:5][CH:4]=1.[CH2:14]([NH:21][NH2:22])[C:15]1[CH:20]=[CH:19][CH:18]=[CH:17][CH:16]=1.C(N(CC)CC)C. Product: [CH3:1][O:2][C:3]1[CH:13]=[CH:12][C:6]([C:7]2[NH:22][N:21]([CH2:14][C:15]3[CH:20]=[CH:19][CH:18]=[CH:17][CH:16]=3)[C:10](=[S:11])[N:9]=2)=[CH:5][CH:4]=1. The catalyst class is: 11. (3) Reactant: [O:1]=[C:2]1[CH2:6][CH2:5][N:4]([C:7]([O:9][C:10]([CH3:13])([CH3:12])[CH3:11])=[O:8])[CH2:3]1.[C:14]1([Mg]Br)[CH:19]=[CH:18][CH:17]=[CH:16][CH:15]=1.[NH4+].[Cl-]. Product: [OH:1][C:2]1([C:14]2[CH:19]=[CH:18][CH:17]=[CH:16][CH:15]=2)[CH2:6][CH2:5][N:4]([C:7]([O:9][C:10]([CH3:13])([CH3:12])[CH3:11])=[O:8])[CH2:3]1. The catalyst class is: 28. (4) Reactant: [CH3:1][O:2][C:3](=[O:13])[CH2:4][CH2:5][C:6]1[CH:11]=[CH:10][CH:9]=[CH:8][C:7]=1Br.B1(B2OC(C)(C)C(C)(C)O2)OC(C)(C)C(C)(C)O1.C([O-])(=O)C.[K+].Br[C:38]1[NH:39][C:40]2[CH:41]=[CH:42][CH:43]=[C:44]3[C:50](=[O:51])[NH:49][CH2:48][CH2:47][C:46]=1[C:45]=23.C(=O)([O-])[O-].[Na+].[Na+]. Product: [CH3:1][O:2][C:3](=[O:13])[CH2:4][CH2:5][C:6]1[CH:11]=[CH:10][CH:9]=[CH:8][C:7]=1[C:38]1[NH:39][C:40]2[CH:41]=[CH:42][CH:43]=[C:44]3[C:50](=[O:51])[NH:49][CH2:48][CH2:47][C:46]=1[C:45]=23. The catalyst class is: 140. (5) The catalyst class is: 18. Product: [N:13]([CH2:2][C:3]1[CH:12]=[CH:11][CH:10]=[CH:9][C:4]=1[C:5]([O:7][CH3:8])=[O:6])=[N+:14]=[N-:15]. Reactant: Br[CH2:2][C:3]1[CH:12]=[CH:11][CH:10]=[CH:9][C:4]=1[C:5]([O:7][CH3:8])=[O:6].[N-:13]=[N+:14]=[N-:15].[Na+]. (6) Reactant: [CH3:1][N:2]1[CH:6]=[C:5]([C:7]2[N:8]=[N:9][NH:10][N:11]=2)[CH:4]=[N:3]1.[OH-].[K+].[CH3:14]I. Product: [CH3:14][N:10]1[N:9]=[N:8][C:7]([C:5]2[CH:4]=[N:3][N:2]([CH3:1])[CH:6]=2)=[N:11]1.[CH3:14][N:11]1[C:7]([C:5]2[CH:4]=[N:3][N:2]([CH3:1])[CH:6]=2)=[N:8][NH:9][NH:10]1. The catalyst class is: 10. (7) Reactant: O=[C:2]([CH3:12])[CH2:3][P:4](=[O:11])([O:8][CH2:9][CH3:10])[O:5][CH2:6][CH3:7].[C:13]([C:15]1[CH:22]=[CH:21][C:18]([CH:19]=O)=[CH:17][CH:16]=1)#[N:14].[F:23][C:24]([F:36])([F:35])[C:25]1[CH:26]=[C:27]([NH:31][C:32]([NH2:34])=[O:33])[CH:28]=[CH:29][CH:30]=1. Product: [C:13]([C:15]1[CH:22]=[CH:21][C:18]([CH:19]2[C:3]([P:4](=[O:11])([O:8][CH2:9][CH3:10])[O:5][CH2:6][CH3:7])=[C:2]([CH3:12])[N:31]([C:27]3[CH:28]=[CH:29][CH:30]=[C:25]([C:24]([F:35])([F:36])[F:23])[CH:26]=3)[C:32](=[O:33])[NH:34]2)=[CH:17][CH:16]=1)#[N:14]. The catalyst class is: 7. (8) Reactant: [F:1][C:2]1[CH:7]=[CH:6][CH:5]=[C:4]([F:8])[C:3]=1[C:9]1[CH:10]=[C:11]2[C:15](=[CH:16][CH:17]=1)[N:14]([S:18]([C:21]1[CH:27]=[CH:26][C:24]([CH3:25])=[CH:23][CH:22]=1)(=[O:20])=[O:19])[CH:13]=[C:12]2I.[Cl:29][C:30]1[CH:35]=[CH:34][N:33]=[C:32]([Sn](CCCC)(CCCC)CCCC)[N:31]=1.N#N. Product: [Cl:29][C:30]1[CH:35]=[CH:34][N:33]=[C:32]([C:12]2[C:11]3[C:15](=[CH:16][CH:17]=[C:9]([C:3]4[C:2]([F:1])=[CH:7][CH:6]=[CH:5][C:4]=4[F:8])[CH:10]=3)[N:14]([S:18]([C:21]3[CH:27]=[CH:26][C:24]([CH3:25])=[CH:23][CH:22]=3)(=[O:20])=[O:19])[CH:13]=2)[N:31]=1. The catalyst class is: 555. (9) Reactant: [BH4-].[Na+].[I-].[CH2:4]([O:10][C:11]1[C:15]([C:16]2[CH:17]=[N+:18]([CH3:22])[CH:19]=[CH:20][CH:21]=2)=[N:14][S:13][N:12]=1)[CH2:5][CH2:6][CH2:7][CH2:8][CH3:9]. Product: [CH3:9][CH2:8][CH2:7][CH2:6][CH2:5][CH2:4][O:10][C:11]1[C:15]([C:16]2[CH2:17][N:18]([CH3:22])[CH2:19][CH2:20][CH:21]=2)=[N:14][S:13][N:12]=1. The catalyst class is: 8. (10) Reactant: [CH2:1]([N:10]1[CH:14]=[C:13](/[CH:15]=[CH:16]/[C:17]([OH:19])=O)[CH:12]=[N:11]1)[CH:2]=[CH:3][C:4]1[CH:9]=[CH:8][CH:7]=[CH:6][CH:5]=1.CN(C(ON1N=NC2C=CC=NC1=2)=[N+](C)C)C.F[P-](F)(F)(F)(F)F.CCN(C(C)C)C(C)C.[NH2:53][C:54]1[CH:59]=[CH:58][C:57]([F:60])=[CH:56][C:55]=1[NH:61][C:62](=[O:68])[O:63][C:64]([CH3:67])([CH3:66])[CH3:65]. Product: [CH2:1]([N:10]1[CH:14]=[C:13](/[CH:15]=[CH:16]/[C:17]([NH:53][C:54]2[CH:59]=[CH:58][C:57]([F:60])=[CH:56][C:55]=2[NH:61][C:62](=[O:68])[O:63][C:64]([CH3:66])([CH3:65])[CH3:67])=[O:19])[CH:12]=[N:11]1)[CH:2]=[CH:3][C:4]1[CH:5]=[CH:6][CH:7]=[CH:8][CH:9]=1. The catalyst class is: 2.